This data is from Forward reaction prediction with 1.9M reactions from USPTO patents (1976-2016). The task is: Predict the product of the given reaction. (1) Given the reactants [CH2:1]([O:3][C:4]1[CH:9]=[CH:8][C:7]([N:10]2[CH2:15][CH2:14][CH:13]([C:16]3[CH:21]=[CH:20][C:19]([CH:22]([CH3:26])[C:23]([OH:25])=O)=[CH:18][CH:17]=3)[CH2:12][CH2:11]2)=[CH:6][CH:5]=1)[CH3:2].CN(C(O[N:42]1N=[N:42][C:37]2[CH:38]=[CH:39][CH:39]=[CH:38][C:37]1=2)=[N+](C)C)C.[B-](F)(F)(F)F.CCN(C(C)C)C(C)C.C1(N)CC1, predict the reaction product. The product is: [CH:37]1([NH:42][C:23](=[O:25])[CH:22]([C:19]2[CH:18]=[CH:17][C:16]([CH:13]3[CH2:12][CH2:11][N:10]([C:7]4[CH:6]=[CH:5][C:4]([O:3][CH2:1][CH3:2])=[CH:9][CH:8]=4)[CH2:15][CH2:14]3)=[CH:21][CH:20]=2)[CH3:26])[CH2:39][CH2:38]1. (2) Given the reactants [C:1]([C:4]1[C:5](=[O:12])[O:6][C:7]([CH3:11])=[CH:8][C:9]=1[OH:10])(=[O:3])[CH3:2].[CH:13]([C:15]1[CH:16]=[C:17]([CH:21]=[CH:22][C:23]#[N:24])[CH:18]=[CH:19][CH:20]=1)=O.N1CCCCC1.O, predict the reaction product. The product is: [OH:10][C:9]1[CH:8]=[C:7]([CH3:11])[O:6][C:5](=[O:12])[C:4]=1[C:1](=[O:3])[CH:2]=[CH:13][C:15]1[CH:20]=[CH:19][CH:18]=[C:17]([CH:21]=[CH:22][C:23]#[N:24])[CH:16]=1. (3) Given the reactants Br[CH2:2][CH2:3][CH2:4][N:5]([CH3:12])[C:6]1[CH:11]=[CH:10][CH:9]=[CH:8][CH:7]=1.C([O-])([O-])=O.[K+].[K+].[C:19]1([CH:26]=[CH:25][C:23]([OH:24])=[CH:22][CH:21]=1)[OH:20], predict the reaction product. The product is: [CH3:12][N:5]([C:6]1[CH:11]=[CH:10][CH:9]=[CH:8][CH:7]=1)[CH2:4][CH2:3][CH2:2][O:20][C:19]1[CH:26]=[CH:25][C:23]([OH:24])=[CH:22][CH:21]=1. (4) Given the reactants [C:1]([C:5]1[CH:10]=[CH:9][C:8]([S:11]([NH:14][C:15]2[CH:20]=[CH:19][C:18]([Cl:21])=[CH:17][C:16]=2[NH:22][C:23]2[CH:28]=[CH:27][N:26]=[CH:25][CH:24]=2)(=[O:13])=[O:12])=[CH:7][CH:6]=1)([CH3:4])([CH3:3])[CH3:2].[C:29](OC(=O)C)(=[O:31])[CH3:30].C(N(CC)CC)C, predict the reaction product. The product is: [C:1]([C:5]1[CH:6]=[CH:7][C:8]([S:11]([NH:14][C:15]2[CH:20]=[CH:19][C:18]([Cl:21])=[CH:17][C:16]=2[N:22]([C:23]2[CH:24]=[CH:25][N:26]=[CH:27][CH:28]=2)[C:29](=[O:31])[CH3:30])(=[O:12])=[O:13])=[CH:9][CH:10]=1)([CH3:4])([CH3:2])[CH3:3]. (5) Given the reactants [NH:1]1[CH2:6][CH2:5][CH:4]([NH:7][C:8]([NH:10][C:11]2[CH:16]=[CH:15][C:14]([O:17][C:18]([F:21])([F:20])[F:19])=[CH:13][CH:12]=2)=[O:9])[CH2:3][CH2:2]1.[C:22](O)(=[O:29])[C:23]1[CH:28]=[CH:27][N:26]=[CH:25][CH:24]=1, predict the reaction product. The product is: [C:22]([N:1]1[CH2:6][CH2:5][CH:4]([NH:7][C:8]([NH:10][C:11]2[CH:16]=[CH:15][C:14]([O:17][C:18]([F:19])([F:20])[F:21])=[CH:13][CH:12]=2)=[O:9])[CH2:3][CH2:2]1)(=[O:29])[C:23]1[CH:28]=[CH:27][N:26]=[CH:25][CH:24]=1. (6) Given the reactants [F:1][C:2]1[C:10]([F:11])=[CH:9][C:8]([I:12])=[CH:7][C:3]=1[C:4]([OH:6])=O.S(Cl)(Cl)=O.C[N:18]([CH3:26])[CH:19]=[CH:20][C:21]([O:23][CH2:24][CH3:25])=[O:22].C(N(CC)CC)C.N[CH:35]([OH:37])C, predict the reaction product. The product is: [F:1][C:2]1[C:10]([F:11])=[CH:9][C:8]([I:12])=[CH:7][C:3]=1[C:4]([C:20](=[CH:19][NH:18][CH2:26][CH2:35][OH:37])[C:21]([O:23][CH2:24][CH3:25])=[O:22])=[O:6].